From a dataset of Catalyst prediction with 721,799 reactions and 888 catalyst types from USPTO. Predict which catalyst facilitates the given reaction. (1) Reactant: [Br:1][C:2]1[N:7]=[C:6]([CH2:8][N:9]2[CH2:13][C@H:12]([O:14][Si](C(C)(C)C)(C)C)[CH2:11][C:10]2=[O:22])[CH:5]=[CH:4][CH:3]=1.[F-].C([N+](CCCC)(CCCC)CCCC)CCC. Product: [Br:1][C:2]1[N:7]=[C:6]([CH2:8][N:9]2[CH2:13][C@H:12]([OH:14])[CH2:11][C:10]2=[O:22])[CH:5]=[CH:4][CH:3]=1. The catalyst class is: 7. (2) Reactant: [C:1]([O:5][C:6]([N:8]([CH2:18][C:19]([O:21][C:22]([CH3:25])([CH3:24])[CH3:23])=[O:20])[C:9]1[CH:14]=[CH:13][CH:12]=[C:11]([CH:15]=[N:16]O)[N:10]=1)=[O:7])([CH3:4])([CH3:3])[CH3:2].[H][H]. Product: [C:22]([O:21][C:19](=[O:20])[CH2:18][N:8]([C:9]1[CH:14]=[CH:13][CH:12]=[C:11]([CH2:15][NH2:16])[N:10]=1)[C:6]([O:5][C:1]([CH3:4])([CH3:3])[CH3:2])=[O:7])([CH3:23])([CH3:24])[CH3:25]. The catalyst class is: 63. (3) Reactant: [NH2:1][C:2]1[CH:7]=[CH:6][C:5]([C:8]2[CH:13]=[CH:12][CH:11]=[CH:10][CH:9]=2)=[CH:4][C:3]=1[NH:14][C:15](=O)[CH2:16][CH2:17][CH2:18][CH2:19][CH2:20][CH2:21][C:22]([O-:24])=[O:23].[C:26](O)(=O)C. Product: [C:8]1([C:5]2[CH:6]=[CH:7][C:2]3[N:1]=[C:15]([CH2:16][CH2:17][CH2:18][CH2:19][CH2:20][CH2:21][C:22]([O:24][CH3:26])=[O:23])[NH:14][C:3]=3[CH:4]=2)[CH:13]=[CH:12][CH:11]=[CH:10][CH:9]=1. The catalyst class is: 11. (4) Reactant: [CH3:1][CH:2]([C@H:4]([NH2:23])[C:5]([O:7][CH2:8][CH2:9][O:10][CH2:11][N:12]1[C:16]2[NH:17][C:18]([NH2:22])=[N:19][C:20](=[O:21])[C:15]=2[N:14]=[CH:13]1)=[O:6])[CH3:3].[C:24]([OH:33])(=[O:32])[CH:25]([CH:27]([C:29]([OH:31])=[O:30])[OH:28])[OH:26]. Product: [CH3:3][CH:2]([C@H:4]([NH2:23])[C:5]([O:7][CH2:8][CH2:9][O:10][CH2:11][N:12]1[C:16]2[NH:17][C:18]([NH2:22])=[N:19][C:20](=[O:21])[C:15]=2[N:14]=[CH:13]1)=[O:6])[CH3:1].[C:29]([CH:27]([CH:25]([C:24]([O-:33])=[O:32])[OH:26])[OH:28])([O-:31])=[O:30]. The catalyst class is: 8.